Dataset: Forward reaction prediction with 1.9M reactions from USPTO patents (1976-2016). Task: Predict the product of the given reaction. (1) Given the reactants Br[C:2]1[C:3]([Cl:10])=[C:4]([CH:6]=[C:7]([F:9])[CH:8]=1)[NH2:5].[B:11]1([B:11]2[O:15][C:14]([CH3:17])([CH3:16])[C:13]([CH3:19])([CH3:18])[O:12]2)[O:15][C:14]([CH3:17])([CH3:16])[C:13]([CH3:19])([CH3:18])[O:12]1.C([O-])(=O)C.[K+], predict the reaction product. The product is: [Cl:10][C:3]1[C:2]([B:11]2[O:15][C:14]([CH3:17])([CH3:16])[C:13]([CH3:19])([CH3:18])[O:12]2)=[CH:8][C:7]([F:9])=[CH:6][C:4]=1[NH2:5]. (2) Given the reactants [NH2:1][C:2]1[C:15]2[C:14](=[O:16])[C:13]3[C:8](=[CH:9][CH:10]=[CH:11][CH:12]=3)[C:7](=[O:17])[C:6]=2[CH:5]=[CH:4][C:3]=1[NH2:18].[Cl:19][CH2:20][C:21](Cl)=[O:22].C(OCC)(=O)C.CCCCCC, predict the reaction product. The product is: [NH2:1][C:2]1[C:15]2[C:14](=[O:16])[C:13]3[C:8](=[CH:9][CH:10]=[CH:11][CH:12]=3)[C:7](=[O:17])[C:6]=2[CH:5]=[CH:4][C:3]=1[NH:18][C:21](=[O:22])[CH2:20][Cl:19]. (3) Given the reactants [Cl:1][C:2]1[N:7]=[C:6](Cl)[C:5]([CH2:9][C:10]([O:12][CH3:13])=[O:11])=[C:4]([CH3:14])[N:3]=1.COCCOC.[C:21]1(B(O)O)[CH:26]=[CH:25][CH:24]=[CH:23][CH:22]=1.C(N(C(C)C)CC)(C)C, predict the reaction product. The product is: [Cl:1][C:2]1[N:3]=[C:4]([CH3:14])[C:5]([CH2:9][C:10]([O:12][CH3:13])=[O:11])=[C:6]([C:21]2[CH:26]=[CH:25][CH:24]=[CH:23][CH:22]=2)[N:7]=1. (4) Given the reactants C1(P(C2C=CC=CC=2)C2C=CC=CC=2)C=CC=CC=1.N(C(OC(C)C)=O)=NC(OC(C)C)=O.[OH:34][C:35]1[CH:40]=[CH:39][C:38]([C:41](=[O:43])[CH3:42])=[CH:37][CH:36]=1.[CH3:44][C:45]1([CH3:52])[O:49][CH:48]([CH2:50]O)[CH2:47][O:46]1, predict the reaction product. The product is: [CH3:44][C:45]1([CH3:52])[O:49][CH:48]([CH2:50][O:34][C:35]2[CH:40]=[CH:39][C:38]([C:41](=[O:43])[CH3:42])=[CH:37][CH:36]=2)[CH2:47][O:46]1.